Task: Binary Classification. Given a miRNA mature sequence and a target amino acid sequence, predict their likelihood of interaction.. Dataset: Experimentally validated miRNA-target interactions with 360,000+ pairs, plus equal number of negative samples (1) The miRNA is mmu-miR-125a-5p with sequence UCCCUGAGACCCUUUAACCUGUGA. The protein sequence of the target gene is MEPHLLGLLLGLLLGGTRVLAGYPIWWSLALGQQYTSLGSQPLLCGSIPGLVPKQLRFCRNYIEIMPSVAEGVKLGIQECQHQFRGRRWNCTTIDDSLAIFGPVLDKATRESAFVHAIASAGVAFAVTRSCAEGTSTICGCDSHHKGPPGEGWKWGGCSEDADFGVLVSREFADARENRPDARSAMNKHNNEAGRTTILDHMHLKCKCHGLSGSCEVKTCWWAQPDFRAIGDFLKDKYDSASEMVVEKHRESRGWVETLRAKYSLFKPPTERDLVYYENSPNFCEPNPETGSFGTRDRTC.... Result: 0 (no interaction). (2) The miRNA is hsa-miR-3654 with sequence GACUGGACAAGCUGAGGAA. The protein sequence of the target gene is MWGPGVTAEGLSVAPAPPPLLPLLLLLALALVAPSRGGGGCAELACGERERCCDATNATAVRCCKLPLHAFLDNVGWFVRKLSGLLILLVLFAIGYFLQRIICPSPRRYPRGQARPGQRPGPPGGAGPLGGAGPPDDDDDSPALLRDEAAAGSQDSLLDSGGGGRGRGGGGRSDPSCASEHEMRVVSPVFLQLPSYEEVKYLPTYEESMRLQQLSPGEVVLPVSVLGRPRGGVAAEPDGGEGRYPLI. Result: 0 (no interaction). (3) The miRNA is hsa-miR-4719 with sequence UCACAAAUCUAUAAUAUGCAGG. The protein sequence of the target gene is MALSKSMHARNRYKDKPPDFAYLASKYPDFKQHIQINLNGRVSLNFKDPEAVRALTCTLLREDFGLSIDIPLERLIPTVPLRLNYIHWVEDLIGHQDSDKTTLRRGIDIGTGASCIYPLLGATLNGWYFLATEVDDMCFNYAKKNVEQNNLSDLIKVVKVPQKTLLMDALKEESEIVYDFCMCNPPFFANQLEAKGVNSRNSRRPPPSSVNTGGITEIMAEGGELEFVKRIIHDSLQLKKRLRWYSCMLGKKCSLAPLKEELRIQGVPKVTFTEFCQGRTMRWALAWSFYDDVTVPSPPS.... Result: 0 (no interaction). (4) Result: 1 (interaction). The protein sequence of the target gene is MSRRKQGKPQHLSKREFSPEPLEAILTDDEPDHGPLGAPEGDHDLLTCGQCQMNFPLGDILIFIEHKRKQCNGSLCLEKAVDKPPSPSPIEMKKASNPVEVGIQVTPEDDDCLSTSSRGICPKQEHIADKLLHWRGLSSPRSAHGALIPTPGMSAEYAPQGICKDEPSSYTCTTCKQPFTSAWFLLQHAQNTHGLRIYLESEHGSPLTPRVGIPSGLGAECPSQPPLHGIHIADNNPFNLLRIPGSVSREASGLAEGRFPPTPPLFSPPPRHHLDPHRIERLGAEEMALATHHPSAFDRV.... The miRNA is hsa-miR-450a-2-3p with sequence AUUGGGGACAUUUUGCAUUCAU. (5) The miRNA is hsa-miR-6855-5p with sequence UUGGGGUUUGGGGUGCAGACAUUGC. The protein sequence of the target gene is MPRVHNIKKSLTPHISCVTNESDNLLDFLPDRLRAKLLPFQKDGIIFALKRNGRCMVADEMGLGKTIQAIGITYFYKEEWPLLIVVPSSLRYPWTEEIEKWIPELSPEEINVIQNKTDVRRMSTSKVTVLGYGLLTADAKTLIDALNNQNFKVVIVDESHYMKSRNATRSRILLPIVQKARRAILLTGTPALGRPEELFMQIEALFPQKFGRWTDYAKRYCNAHIRYFGKRPQWDCRGASNLNELHQLLSDIMIRRLKTEVLTQLPPKVRQRIPFDLPSAAAKELNTSFEEWEKIMRTPN.... Result: 1 (interaction).